This data is from Full USPTO retrosynthesis dataset with 1.9M reactions from patents (1976-2016). The task is: Predict the reactants needed to synthesize the given product. (1) The reactants are: F[P-](F)(F)(F)(F)F.N1(O[P+](N(C)C)(N(C)C)N(C)C)C2C=CC=CC=2N=N1.[CH3:28][CH2:29][O:30][C:31]([C:33]1[CH:44]=[C:36]2[C:37]([C:41]([OH:43])=O)=[CH:38][CH:39]=[CH:40][N:35]2[N:34]=1)=[O:32].[C:45]12([CH2:55][NH2:56])[CH2:54][CH:49]3[CH2:50][CH:51]([CH2:53][CH:47]([CH2:48]3)[CH2:46]1)[CH2:52]2.CCN(C(C)C)C(C)C. Given the product [CH2:29]([O:30][C:31]([C:33]1[CH:44]=[C:36]2[C:37]([C:41](=[O:43])[NH:56][CH2:55][C:45]34[CH2:54][CH:49]5[CH2:48][CH:47]([CH2:53][CH:51]([CH2:50]5)[CH2:52]3)[CH2:46]4)=[CH:38][CH:39]=[CH:40][N:35]2[N:34]=1)=[O:32])[CH3:28], predict the reactants needed to synthesize it. (2) Given the product [CH3:47][CH:46]([CH3:51])[CH2:45][CH2:44][NH:43][C:41]([N:38]1[CH2:37][CH2:36][CH:35]([NH:34][C:33]2[CH:58]=[CH:59][C:30]([CH2:29][CH2:28][NH:27][CH2:26][C@H:25]([OH:60])[CH2:24][O:23][C:22]3[CH:21]=[CH:20][C:19]([OH:18])=[CH:62][CH:61]=3)=[CH:31][CH:32]=2)[CH2:40][CH2:39]1)=[O:42], predict the reactants needed to synthesize it. The reactants are: [Si]([O:18][C:19]1[CH:62]=[CH:61][C:22]([O:23][CH2:24][C@@H:25]([OH:60])[CH2:26][NH:27][CH2:28][CH2:29][C:30]2[CH:59]=[CH:58][C:33]([NH:34][CH:35]3[CH2:40][CH2:39][N:38]([C:41]([NH:43][CH2:44][CH:45](C4C=CC=CC=4)[C:46]4[CH:51]=CC=C[CH:47]=4)=[O:42])[CH2:37][CH2:36]3)=[CH:32][CH:31]=2)=[CH:21][CH:20]=1)(C(C)(C)C)(C1C=CC=CC=1)C1C=CC=CC=1. (3) Given the product [Cl:9][C:10]1[C:15]([Cl:16])=[C:14]([Cl:17])[CH:13]=[CH:12][C:11]=1[S:18]([NH:1][C:2]1[O:6][N:5]=[C:4]([CH3:7])[C:3]=1[Br:8])(=[O:20])=[O:19], predict the reactants needed to synthesize it. The reactants are: [NH2:1][C:2]1[O:6][N:5]=[C:4]([CH3:7])[C:3]=1[Br:8].[Cl:9][C:10]1[C:15]([Cl:16])=[C:14]([Cl:17])[CH:13]=[CH:12][C:11]=1[S:18](Cl)(=[O:20])=[O:19]. (4) Given the product [C:34]([O:38][C:39]([C:41]1[CH:42]=[CH:43][C:44]([NH:47][C:48]([CH:50]2[N:55]([C:85](=[O:86])/[CH:84]=[CH:83]/[C:81]3[CH:82]=[C:77]([Cl:76])[CH:78]=[CH:79][C:80]=3[N:88]3[CH:92]=[N:91][N:90]=[N:89]3)[CH2:54][CH:53]([O:56][CH:57]3[CH2:62][CH2:61][N:60]([C:63]([O:65][C:66]([CH3:68])([CH3:69])[CH3:67])=[O:64])[CH2:59][CH2:58]3)[CH2:52][CH:51]2[C:70]2[CH:71]=[CH:72][CH:73]=[CH:74][CH:75]=2)=[O:49])=[CH:45][CH:46]=1)=[O:40])([CH3:35])([CH3:36])[CH3:37], predict the reactants needed to synthesize it. The reactants are: C(N(CC)C(C)C)(C)C.CN(C(ON1N=NC2C=CC=NC1=2)=[N+](C)C)C.F[P-](F)(F)(F)(F)F.[C:34]([O:38][C:39]([C:41]1[CH:46]=[CH:45][C:44]([NH:47][C:48]([CH:50]2[NH:55][CH2:54][CH:53]([O:56][CH:57]3[CH2:62][CH2:61][N:60]([C:63]([O:65][C:66]([CH3:69])([CH3:68])[CH3:67])=[O:64])[CH2:59][CH2:58]3)[CH2:52][CH:51]2[C:70]2[CH:75]=[CH:74][CH:73]=[CH:72][CH:71]=2)=[O:49])=[CH:43][CH:42]=1)=[O:40])([CH3:37])([CH3:36])[CH3:35].[Cl:76][C:77]1[CH:78]=[CH:79][C:80]([N:88]2[CH:92]=[N:91][N:90]=[N:89]2)=[C:81](/[CH:83]=[CH:84]/[C:85](O)=[O:86])[CH:82]=1. (5) Given the product [N:1]([CH:4]1[CH2:9][CH2:8][N:7]([S:10]([CH3:13])(=[O:11])=[O:12])[CH2:6][CH:5]1[O:14][CH3:17])=[N+:2]=[N-:3], predict the reactants needed to synthesize it. The reactants are: [N:1]([CH:4]1[CH2:9][CH2:8][N:7]([S:10]([CH3:13])(=[O:12])=[O:11])[CH2:6][CH:5]1[OH:14])=[N+:2]=[N-:3].[H-].[Na+].[CH3:17]I. (6) Given the product [Cl:8][C:6]1[CH:7]=[C:2]([C:17]2[N:13]([CH3:12])[C:14]([CH3:18])=[N:15][CH:16]=2)[CH:3]=[C:4]([N+:9]([O-:11])=[O:10])[CH:5]=1, predict the reactants needed to synthesize it. The reactants are: Br[C:2]1[CH:3]=[C:4]([N+:9]([O-:11])=[O:10])[CH:5]=[C:6]([Cl:8])[CH:7]=1.[CH3:12][N:13]1[CH:17]=[CH:16][N:15]=[C:14]1[CH3:18].C(=O)([O-])[O-].[K+].[K+]. (7) Given the product [NH2:9][C:10]1[S:11][CH2:12][C@@H:13]2[C@@H:18]([C:19]([CH:22]3[CH2:24][CH2:23]3)([F:21])[F:20])[O:17][CH2:16][C@:14]2([C:25]2[CH:26]=[C:27]([NH:32][C:33]([C:35]3[CH:40]=[N:39][C:38]([N:41]4[CH:45]=[N:44][CH:43]=[N:42]4)=[CH:37][N:36]=3)=[O:34])[CH:28]=[CH:29][C:30]=2[F:31])[N:15]=1, predict the reactants needed to synthesize it. The reactants are: C([NH:9][C:10]1[S:11][CH2:12][C@@H:13]2[C@@H:18]([C:19]([CH:22]3[CH2:24][CH2:23]3)([F:21])[F:20])[O:17][CH2:16][C@:14]2([C:25]2[CH:26]=[C:27]([NH:32][C:33]([C:35]3[CH:40]=[N:39][C:38]([N:41]4[CH:45]=[N:44][CH:43]=[N:42]4)=[CH:37][N:36]=3)=[O:34])[CH:28]=[CH:29][C:30]=2[F:31])[N:15]=1)(=O)C1C=CC=CC=1.Cl.CON.N1C=CC=CC=1.